The task is: Predict which catalyst facilitates the given reaction.. This data is from Catalyst prediction with 721,799 reactions and 888 catalyst types from USPTO. (1) Reactant: C(O)(=O)C.O.[Si]([O:13][CH2:14][C@@H:15]1[CH2:19][C:18](=[CH2:20])[CH2:17][N:16]1[C:21]([C:23]1[CH:28]=[C:27]([O:29][CH3:30])[C:26]([O:31][CH2:32][CH2:33][CH2:34][CH2:35][CH2:36][O:37][C:38]2[CH:43]=[C:42]([NH:44][C:45]([O:47][CH2:48][C@H:49]([S:51][S:52][C:53]3[C:58]([N+:59]([O-:61])=[O:60])=[CH:57][CH:56]=[CH:55][N:54]=3)[CH3:50])=[O:46])[C:41]([C:62]([N:64]3[CH2:68][C:67](=[CH2:69])[CH2:66][C@H:65]3[CH2:70][O:71][Si](C(C)(C)C)(C)C)=[O:63])=[CH:40][C:39]=2[O:79][CH3:80])=[CH:25][C:24]=1[NH:81][C:82](=[O:88])[O:83][C:84]([CH3:87])([CH3:86])[CH3:85])=[O:22])(C(C)(C)C)(C)C.C(=O)(O)[O-].[Na+]. Product: [OH:13][CH2:14][C@@H:15]1[CH2:19][C:18](=[CH2:20])[CH2:17][N:16]1[C:21]([C:23]1[CH:28]=[C:27]([O:29][CH3:30])[C:26]([O:31][CH2:32][CH2:33][CH2:34][CH2:35][CH2:36][O:37][C:38]2[CH:43]=[C:42]([NH:44][C:45]([O:47][CH2:48][C@H:49]([S:51][S:52][C:53]3[C:58]([N+:59]([O-:61])=[O:60])=[CH:57][CH:56]=[CH:55][N:54]=3)[CH3:50])=[O:46])[C:41]([C:62]([N:64]3[CH2:68][C:67](=[CH2:69])[CH2:66][C@H:65]3[CH2:70][OH:71])=[O:63])=[CH:40][C:39]=2[O:79][CH3:80])=[CH:25][C:24]=1[NH:81][C:82](=[O:88])[O:83][C:84]([CH3:87])([CH3:86])[CH3:85])=[O:22]. The catalyst class is: 1. (2) The catalyst class is: 4. Product: [CH3:36][O:35][C:33](=[O:34])[CH2:32][CH:28]([N:21]1[C:22]2[CH:27]=[CH:26][CH:25]=[CH:24][C:23]=2[N:19]([CH2:18][C:12]2[CH:13]=[C:14]([Br:17])[CH:15]=[C:16]3[C:11]=2[CH2:10][C:9](=[O:38])[NH:8]3)[C:20]1=[O:37])[CH2:29][CH2:30][CH3:31]. Reactant: C(OC([N:8]1[C:16]2[C:11](=[C:12]([CH2:18][N:19]3[C:23]4[CH:24]=[CH:25][CH:26]=[CH:27][C:22]=4[N:21]([CH:28]([CH2:32][C:33]([O:35][CH3:36])=[O:34])[CH2:29][CH2:30][CH3:31])[C:20]3=[O:37])[CH:13]=[C:14]([Br:17])[CH:15]=2)[CH:10]=[C:9]1[O:38]C(OC(C)(C)C)=O)=O)(C)(C)C.FC(F)(F)C(O)=O.